The task is: Regression. Given two drug SMILES strings and cell line genomic features, predict the synergy score measuring deviation from expected non-interaction effect.. This data is from NCI-60 drug combinations with 297,098 pairs across 59 cell lines. (1) Drug 1: CC=C1C(=O)NC(C(=O)OC2CC(=O)NC(C(=O)NC(CSSCCC=C2)C(=O)N1)C(C)C)C(C)C. Drug 2: CC(C)NC(=O)C1=CC=C(C=C1)CNNC.Cl. Cell line: HOP-62. Synergy scores: CSS=55.2, Synergy_ZIP=-0.587, Synergy_Bliss=-6.81, Synergy_Loewe=-64.7, Synergy_HSA=-5.84. (2) Synergy scores: CSS=19.1, Synergy_ZIP=-7.30, Synergy_Bliss=-8.30, Synergy_Loewe=-1.64, Synergy_HSA=-3.02. Cell line: HCC-2998. Drug 2: C(CC(=O)O)C(=O)CN.Cl. Drug 1: CN1C2=C(C=C(C=C2)N(CCCl)CCCl)N=C1CCCC(=O)O.Cl. (3) Drug 1: CN(C)C1=NC(=NC(=N1)N(C)C)N(C)C. Drug 2: CN1C(=O)N2C=NC(=C2N=N1)C(=O)N. Cell line: NCI-H460. Synergy scores: CSS=-0.559, Synergy_ZIP=-1.26, Synergy_Bliss=-3.35, Synergy_Loewe=-3.40, Synergy_HSA=-5.33. (4) Drug 1: CC1=C(C=C(C=C1)NC2=NC=CC(=N2)N(C)C3=CC4=NN(C(=C4C=C3)C)C)S(=O)(=O)N.Cl. Drug 2: CC(CN1CC(=O)NC(=O)C1)N2CC(=O)NC(=O)C2. Cell line: NCI-H522. Synergy scores: CSS=23.7, Synergy_ZIP=-3.84, Synergy_Bliss=5.07, Synergy_Loewe=4.89, Synergy_HSA=5.37.